From a dataset of Reaction yield outcomes from USPTO patents with 853,638 reactions. Predict the reaction yield, written as a fraction of the theoretical maximum amount of product (1.0 means a 100% yield; for example, 0.34 means a 34% yield). The reactants are Br[C:2]1[CH:11]=[CH:10][C:5]([C:6]([O:8][CH3:9])=[O:7])=[CH:4][CH:3]=1.[CH3:12][Si:13]([C:16]#[CH:17])([CH3:15])[CH3:14].C(N(CC)CC)C. The catalyst is C1COCC1.CCOC(C)=O.Cl[Pd](Cl)([P](C1C=CC=CC=1)(C1C=CC=CC=1)C1C=CC=CC=1)[P](C1C=CC=CC=1)(C1C=CC=CC=1)C1C=CC=CC=1.[Cu]I. The product is [CH3:12][Si:13]([C:16]#[C:17][C:2]1[CH:11]=[CH:10][C:5]([C:6]([O:8][CH3:9])=[O:7])=[CH:4][CH:3]=1)([CH3:15])[CH3:14]. The yield is 0.940.